This data is from Forward reaction prediction with 1.9M reactions from USPTO patents (1976-2016). The task is: Predict the product of the given reaction. (1) The product is: [Br:1][C:2]1[CH:3]=[C:4]([S:8]([NH:16][CH2:15][CH2:14][O:13][CH3:12])(=[O:10])=[O:9])[CH:5]=[CH:6][CH:7]=1. Given the reactants [Br:1][C:2]1[CH:3]=[C:4]([S:8](Cl)(=[O:10])=[O:9])[CH:5]=[CH:6][CH:7]=1.[CH3:12][O:13][CH2:14][CH2:15][NH2:16].C(=O)([O-])[O-].[K+].[K+], predict the reaction product. (2) Given the reactants Br[C:2]1[S:6][CH:5]=[C:4]([C:7]([NH:9][CH2:10][C:11]2[C:12](=[O:19])[NH:13][C:14]([CH3:18])=[CH:15][C:16]=2[CH3:17])=[O:8])[C:3]=1[CH3:20].CC1(C)C(C)(C)OB([C:29]2[CH:38]=[CH:37][CH:36]=[C:35]3[C:30]=2[CH2:31][CH2:32][N:33]([C:39]([O:41][C:42]([CH3:45])([CH3:44])[CH3:43])=[O:40])[CH2:34]3)O1.CN(C=O)C.C([O-])([O-])=O.[Na+].[Na+], predict the reaction product. The product is: [CH3:17][C:16]1[CH:15]=[C:14]([CH3:18])[NH:13][C:12](=[O:19])[C:11]=1[CH2:10][NH:9][C:7]([C:4]1[C:3]([CH3:20])=[C:2]([C:29]2[CH:38]=[CH:37][CH:36]=[C:35]3[C:30]=2[CH2:31][CH2:32][N:33]([C:39]([O:41][C:42]([CH3:45])([CH3:44])[CH3:43])=[O:40])[CH2:34]3)[S:6][CH:5]=1)=[O:8]. (3) The product is: [CH3:13][O:12][C:9]1[CH:10]=[C:11]2[C:6](=[CH:7][C:8]=1[O:14][CH3:15])[N:5]=[CH:4][N:3]=[C:2]2[N:26]1[CH2:25][CH2:24][CH:23]([NH:22][C:21]([NH:41][C:42]2[CH:43]=[CH:44][C:45]([O:48][CH:49]([CH3:51])[CH3:50])=[CH:46][CH:47]=2)=[O:29])[CH2:28][CH2:27]1. Given the reactants Cl[C:2]1[C:11]2[C:6](=[CH:7][C:8]([O:14][CH3:15])=[C:9]([O:12][CH3:13])[CH:10]=2)[N:5]=[CH:4][N:3]=1.C(O[C:21](=[O:29])[NH:22][CH:23]1[CH2:28][CH2:27][NH:26][CH2:25][CH2:24]1)(C)(C)C.[N+](C1C=CC(OC(=O)[NH:41][C:42]2[CH:47]=[CH:46][C:45]([O:48][CH:49]([CH3:51])[CH3:50])=[CH:44][CH:43]=2)=CC=1)([O-])=O, predict the reaction product. (4) The product is: [O:7]1[C@H:3]2[CH2:4][O:5][CH2:6][C@H:2]2[NH:1][C:17]1=[O:18]. Given the reactants [NH2:1][C@@H:2]1[CH2:6][O:5][CH2:4][C@@H:3]1[OH:7].CCN(C(C)C)C(C)C.[C:17](=O)(OC(Cl)(Cl)Cl)[O:18]C(Cl)(Cl)Cl.C([O-])([O-])=O.[K+].[K+], predict the reaction product. (5) The product is: [ClH:1].[N:2]12[CH2:11][CH:6]3[CH2:7][CH:8]([CH2:10][CH:4]([C@H:5]3[NH:12][C:22]([C:20]3[CH:19]=[CH:18][C:17]4=[N:13][S:14][N:15]=[C:16]4[CH:21]=3)=[O:23])[CH2:3]1)[CH2:9]2. Given the reactants [ClH:1].[N:2]12[CH2:11][CH:6]3[CH2:7][CH:8]([CH2:10][CH:4]([C@H:5]3[NH2:12])[CH2:3]1)[CH2:9]2.[N:13]1[S:14][N:15]=[C:16]2[CH:21]=[C:20]([C:22](O)=[O:23])[CH:19]=[CH:18][C:17]=12.N, predict the reaction product. (6) Given the reactants [N:1]1[C:6]([NH2:7])=[CH:5][CH:4]=[C:3]([C:8]2[CH:9]=[N:10][CH:11]=[CH:12][CH:13]=2)[CH:2]=1.[H][H], predict the reaction product. The product is: [NH:10]1[CH2:11][CH2:12][CH2:13][CH:8]([C:3]2[CH:4]=[CH:5][C:6]([NH2:7])=[N:1][CH:2]=2)[CH2:9]1. (7) Given the reactants [NH:1]1[C:9]2[C:4](=[N:5][CH:6]=[CH:7][CH:8]=2)[C:3]([NH2:10])=[CH:2]1.Cl.Cl[CH2:13][CH2:14][NH:15][CH2:16][CH2:17]Cl.C([O-])([O-])=O.[Na+].[Na+], predict the reaction product. The product is: [N:10]1([C:3]2[C:4]3=[N:5][CH:6]=[CH:7][CH:8]=[C:9]3[NH:1][CH:2]=2)[CH2:17][CH2:16][NH:15][CH2:14][CH2:13]1. (8) Given the reactants Cl[C:2]1[O:3][C:4]([C:7]2[N:8]([C:16]([O:18][C:19]([CH3:22])([CH3:21])[CH3:20])=[O:17])[C:9]3[C:14]([CH:15]=2)=[CH:13][CH:12]=[CH:11][CH:10]=3)=[CH:5][N:6]=1.[NH2:23][C:24]1[CH:25]=[C:26]([NH:30][S:31]([CH3:34])(=[O:33])=[O:32])[CH:27]=[CH:28][CH:29]=1, predict the reaction product. The product is: [CH3:34][S:31]([NH:30][C:26]1[CH:25]=[C:24]([NH:23][C:2]2[O:3][C:4]([C:7]3[N:8]([C:16]([O:18][C:19]([CH3:22])([CH3:21])[CH3:20])=[O:17])[C:9]4[C:14]([CH:15]=3)=[CH:13][CH:12]=[CH:11][CH:10]=4)=[CH:5][N:6]=2)[CH:29]=[CH:28][CH:27]=1)(=[O:33])=[O:32].